From a dataset of Reaction yield outcomes from USPTO patents with 853,638 reactions. Predict the reaction yield, written as a fraction of the theoretical maximum amount of product (1.0 means a 100% yield; for example, 0.34 means a 34% yield). (1) The reactants are [C:1]([C:4]1[CH:5]=[CH:6][C:7]([Cl:17])=[C:8]([NH:10]C2C=CC=CC=2)[CH:9]=1)(=[O:3])[CH3:2].[CH3:18][S:19](Cl)(=[O:21])=[O:20]. The catalyst is C(Cl)Cl.N1C=CC=CC=1. The product is [C:1]([C:4]1[CH:5]=[CH:6][C:7]([Cl:17])=[C:8]([NH:10][S:19]([CH3:18])(=[O:21])=[O:20])[CH:9]=1)(=[O:3])[CH3:2]. The yield is 0.570. (2) The reactants are [H-].[Na+].[N:3]1([C:10]2[C:19]3[C:14](=[CH:15][C:16]([CH2:20][OH:21])=[CH:17][CH:18]=3)[N:13]=[C:12]([CH3:22])[CH:11]=2)[CH2:9][CH2:8][CH2:7][CH2:6][CH2:5][CH2:4]1.F[C:24]1[CH:31]=[CH:30][C:27]([C:28]#[N:29])=[CH:26][CH:25]=1. The catalyst is CN(C)C=O. The product is [N:3]1([C:10]2[C:19]3[C:14](=[CH:15][C:16]([CH2:20][O:21][C:24]4[CH:31]=[CH:30][C:27]([C:28]#[N:29])=[CH:26][CH:25]=4)=[CH:17][CH:18]=3)[N:13]=[C:12]([CH3:22])[CH:11]=2)[CH2:4][CH2:5][CH2:6][CH2:7][CH2:8][CH2:9]1. The yield is 0.870. (3) The reactants are O1[C:5]2([CH2:10][CH2:9][N:8]([C:11]3[C:12]([CH2:33][CH3:34])=[CH:13][C:14]4[C:26](=[O:27])[C:25]5[C:24]6[C:19](=[CH:20][C:21]([C:28]#[N:29])=[CH:22][CH:23]=6)[NH:18][C:17]=5[C:16]([CH3:31])([CH3:30])[C:15]=4[CH:32]=3)[CH2:7][CH2:6]2)[O:4]CC1.Cl.[OH-].[Na+]. The catalyst is C1COCC1.C(OCC)(=O)C. The product is [CH2:33]([C:12]1[C:11]([N:8]2[CH2:7][CH2:6][C:5](=[O:4])[CH2:10][CH2:9]2)=[CH:32][C:15]2[C:16]([CH3:31])([CH3:30])[C:17]3[NH:18][C:19]4[C:24]([C:25]=3[C:26](=[O:27])[C:14]=2[CH:13]=1)=[CH:23][CH:22]=[C:21]([C:28]#[N:29])[CH:20]=4)[CH3:34]. The yield is 0.640. (4) The catalyst is CN(C=O)C.CO. The yield is 0.580. The product is [CH3:21][O:22][C:23]1[CH:30]=[C:29]([O:31][CH3:32])[C:28]([N:33]2[CH2:37][CH2:36][CH2:35][CH2:34]2)=[CH:27][C:24]=1/[CH:25]=[CH:2]/[C:1]([C:4]1[CH:5]=[CH:6][C:7]([S:10]([NH:13][CH2:14][C:15]2[CH:20]=[CH:19][CH:18]=[CH:17][N:16]=2)(=[O:12])=[O:11])=[CH:8][CH:9]=1)=[O:3]. The reactants are [C:1]([C:4]1[CH:9]=[CH:8][C:7]([S:10]([NH:13][CH2:14][C:15]2[CH:20]=[CH:19][CH:18]=[CH:17][N:16]=2)(=[O:12])=[O:11])=[CH:6][CH:5]=1)(=[O:3])[CH3:2].[CH3:21][O:22][C:23]1[CH:30]=[C:29]([O:31][CH3:32])[C:28]([N:33]2[CH2:37][CH2:36][CH2:35][CH2:34]2)=[CH:27][C:24]=1[CH:25]=O.C[O-].[Li+]. (5) The reactants are [Li].[F:2][C:3]([F:18])([F:17])[C:4]1[C:12]2[N:11]=[C:10]([CH2:13][C:14]([OH:16])=O)[NH:9][C:8]=2[CH:7]=[CH:6][CH:5]=1.[CH2:19]([N:26]1[CH2:30][CH2:29][C@@H:28]([NH2:31])[CH2:27]1)[C:20]1[CH:25]=[CH:24][CH:23]=[CH:22][CH:21]=1.C1C=CC2N(O)N=NC=2C=1.CCN=C=NCCCN(C)C.C(N(C(C)C)CC)(C)C.C([O-])(O)=O.[Na+]. The catalyst is CN(C=O)C.ClCCl. The product is [CH2:19]([N:26]1[CH2:30][CH2:29][C@@H:28]([NH:31][C:14](=[O:16])[CH2:13][C:10]2[NH:9][C:8]3[CH:7]=[CH:6][CH:5]=[C:4]([C:3]([F:2])([F:18])[F:17])[C:12]=3[N:11]=2)[CH2:27]1)[C:20]1[CH:21]=[CH:22][CH:23]=[CH:24][CH:25]=1. The yield is 0.620. (6) The reactants are [C:1]([C:3]1[CH:4]=[C:5]([CH3:12])[C:6]([C:9](O)=[O:10])=[N:7][CH:8]=1)#[N:2].C(Cl)(=O)C([Cl:16])=O.CN(C)C=O.C1(C)C=CC=CC=1. The catalyst is ClCCl. The product is [C:1]([C:3]1[CH:4]=[C:5]([CH3:12])[C:6]([C:9]([Cl:16])=[O:10])=[N:7][CH:8]=1)#[N:2]. The yield is 0.990. (7) The reactants are [F:1][C:2]1[CH:7]=[C:6]([I:8])[CH:5]=[CH:4][C:3]=1[NH:9][C:10](=O)[CH3:11].[N-:13]=[N+:14]=[N-:15].[Na+].FC(F)(F)S(OS(C(F)(F)F)(=O)=O)(=O)=O. The catalyst is C(#N)C. The product is [F:1][C:2]1[CH:7]=[C:6]([I:8])[CH:5]=[CH:4][C:3]=1[N:9]1[C:10]([CH3:11])=[N:15][N:14]=[N:13]1. The yield is 0.620.